This data is from Reaction yield outcomes from USPTO patents with 853,638 reactions. The task is: Predict the reaction yield, written as a fraction of the theoretical maximum amount of product (1.0 means a 100% yield; for example, 0.34 means a 34% yield). The catalyst is COC(C)(C)C. The reactants are [O:1]1[C@H:3]2[CH:4]=[C:5]3[C@@H:21]([C@@:22]4([CH3:28])[CH2:23][CH2:24][C@H:25](O)[CH2:26][C:2]124)[CH2:20][CH2:19][C@@:18]1([CH3:29])[C@H:6]3[CH2:7][CH2:8][C@@H:9]1[C@H:10]([CH3:17])[CH2:11][CH2:12][CH2:13][CH:14]([CH3:16])[CH3:15].[NH2:30][CH2:31][CH2:32][C:33]1[N:37]=[CH:36][NH:35][CH:34]=1.C(O)CCC. The product is [OH:1][C@:2]12[CH2:26][CH2:25][CH2:24][CH2:23][C@:22]1([CH3:28])[C@@H:21]1[C:5]([C@H:6]3[C@:18]([CH3:29])([CH2:19][CH2:20]1)[C@@H:9]([C@H:10]([CH3:17])[CH2:11][CH2:12][CH2:13][CH:14]([CH3:16])[CH3:15])[CH2:8][CH2:7]3)=[CH:4][C@H:3]2[NH:30][CH2:31][CH2:32][C:33]1[N:37]=[CH:36][NH:35][CH:34]=1. The yield is 0.640.